From a dataset of Forward reaction prediction with 1.9M reactions from USPTO patents (1976-2016). Predict the product of the given reaction. Given the reactants CN(C)CCN.Cl.[Cl:8][C:9]1[CH:14]=[CH:13][C:12]([O:15][NH2:16])=[CH:11][CH:10]=1.C(O)(=O)C.[C:21]([C:29]1[CH:34]=[C:33]([Cl:35])[CH:32]=[CH:31][C:30]=1[NH:36][S:37]([C:40]([F:43])([F:42])[F:41])(=[O:39])=[O:38])(=O)[C:22]1[CH:27]=[CH:26][CH:25]=[CH:24][CH:23]=1, predict the reaction product. The product is: [Cl:35][C:33]1[CH:32]=[CH:31][C:30]([NH:36][S:37]([C:40]([F:43])([F:41])[F:42])(=[O:39])=[O:38])=[C:29]([C:21](=[N:16][O:15][C:12]2[CH:13]=[CH:14][C:9]([Cl:8])=[CH:10][CH:11]=2)[C:22]2[CH:23]=[CH:24][CH:25]=[CH:26][CH:27]=2)[CH:34]=1.